From a dataset of Full USPTO retrosynthesis dataset with 1.9M reactions from patents (1976-2016). Predict the reactants needed to synthesize the given product. (1) Given the product [NH2:1][C:4]1[C:5]([NH:13][CH:14]2[CH2:15][CH2:16][CH:17]([NH:20][C:21](=[O:27])[O:22][C:23]([CH3:25])([CH3:24])[CH3:26])[CH2:18][CH2:19]2)=[C:6]2[S:12][CH:11]=[CH:10][C:7]2=[N:8][CH:9]=1, predict the reactants needed to synthesize it. The reactants are: [N+:1]([C:4]1[C:5]([NH:13][CH:14]2[CH2:19][CH2:18][CH:17]([NH:20][C:21](=[O:27])[O:22][C:23]([CH3:26])([CH3:25])[CH3:24])[CH2:16][CH2:15]2)=[C:6]2[S:12][CH:11]=[CH:10][C:7]2=[N:8][CH:9]=1)([O-])=O. (2) Given the product [O:1]=[C:2]1[C:6]2([CH2:11][CH2:10][N:9]([CH2:33][CH2:34][CH2:35][N:36]3[C:40]4[CH:41]=[CH:42][CH:43]=[CH:44][C:39]=4[NH:38][C:37]3=[O:46])[CH2:8][CH2:7]2)[N:5]([C:12]2[CH:13]=[CH:14][CH:15]=[CH:16][CH:17]=2)[CH2:4][N:3]1[CH2:18][C:19]1[CH:20]=[C:21]([CH:29]=[CH:30][CH:31]=1)[C:22]([O:24][C:25]([CH3:28])([CH3:26])[CH3:27])=[O:23], predict the reactants needed to synthesize it. The reactants are: [O:1]=[C:2]1[C:6]2([CH2:11][CH2:10][NH:9][CH2:8][CH2:7]2)[N:5]([C:12]2[CH:17]=[CH:16][CH:15]=[CH:14][CH:13]=2)[CH2:4][N:3]1[CH2:18][C:19]1[CH:20]=[C:21]([CH:29]=[CH:30][CH:31]=1)[C:22]([O:24][C:25]([CH3:28])([CH3:27])[CH3:26])=[O:23].I[CH2:33][CH2:34][CH2:35][N:36]1[C:40]2[CH:41]=[CH:42][C:43](=O)[CH2:44][C:39]=2[NH:38][C:37]1=[O:46].C(=O)([O-])[O-].[K+].[K+]. (3) Given the product [CH2:3]([N:10]([CH2:30][CH2:31][N:32]([CH3:34])[CH3:33])[C:11]([CH2:13][N:14]([C:21]1[CH:29]=[CH:28][CH:27]=[C:26]2[C:22]=1[CH2:23][N:24]([CH3:38])[CH2:25]2)[C:15](=[O:20])[C:16]([F:17])([F:18])[F:19])=[O:12])[C:4]1[CH:9]=[CH:8][CH:7]=[CH:6][CH:5]=1, predict the reactants needed to synthesize it. The reactants are: Cl.Cl.[CH2:3]([N:10]([CH2:30][CH2:31][N:32]([CH3:34])[CH3:33])[C:11]([CH2:13][N:14]([C:21]1[CH:29]=[CH:28][CH:27]=[C:26]2[C:22]=1[CH2:23][NH:24][CH2:25]2)[C:15](=[O:20])[C:16]([F:19])([F:18])[F:17])=[O:12])[C:4]1[CH:9]=[CH:8][CH:7]=[CH:6][CH:5]=1.C=O.[BH3-][C:38]#N.[Na+].C([O-])(O)=O.[Na+]. (4) Given the product [Cl:1][C:2]1[C:3]2[C:10]([I:11])=[CH:9][N:8]([CH:15]3[CH2:14][CH:13]=[CH:12][CH2:16]3)[C:4]=2[N:5]=[CH:6][N:7]=1, predict the reactants needed to synthesize it. The reactants are: [Cl:1][C:2]1[C:3]2[C:10]([I:11])=[CH:9][NH:8][C:4]=2[N:5]=[CH:6][N:7]=1.[CH:12]1(O)[CH2:16][CH:15]=[CH:14][CH2:13]1. (5) Given the product [ClH:1].[CH3:21][N:18]1[C:19]([CH3:20])=[C:15]([CH2:14][N:11]2[CH2:12][CH2:13][N:8]([C:3]3[C:2]([C:36]4[CH:41]=[CH:40][C:39]([CH2:42][C:43]([NH2:45])=[O:44])=[CH:38][CH:37]=4)=[N:7][CH:6]=[CH:5][N:4]=3)[CH2:9][CH2:10]2)[CH:16]=[N:17]1, predict the reactants needed to synthesize it. The reactants are: [Cl:1][C:2]1[C:3]([N:8]2[CH2:13][CH2:12][N:11]([CH2:14][C:15]3[CH:16]=[N:17][N:18]([CH3:21])[C:19]=3[CH3:20])[CH2:10][CH2:9]2)=[N:4][CH:5]=[CH:6][N:7]=1.C(=O)([O-])[O-].[K+].[K+].CC1(C)C(C)(C)OB([C:36]2[CH:41]=[CH:40][C:39]([CH2:42][C:43]([NH2:45])=[O:44])=[CH:38][CH:37]=2)O1.Cl. (6) The reactants are: [F:1][C:2]1[CH:3]=[CH:4][C:5]([O:19][CH2:20][C:21](O)=[O:22])=[C:6]([C:8]2[CH:13]=[CH:12][CH:11]=[CH:10][C:9]=2[O:14][C:15]([F:18])([F:17])[F:16])[CH:7]=1.[CH:24]([NH:27][NH:28][C:29]([C:31]1[O:32][CH:33]=[CH:34][C:35]=1[CH3:36])=[O:30])([CH3:26])[CH3:25].C(NC(C)C)(C)C.C1CN([P+](Br)(N2CCCC2)N2CCCC2)CC1.F[P-](F)(F)(F)(F)F. Given the product [F:1][C:2]1[CH:3]=[CH:4][C:5]([O:19][CH2:20][C:21]([N:27]([CH:24]([CH3:26])[CH3:25])[NH:28][C:29]([C:31]2[O:32][CH:33]=[CH:34][C:35]=2[CH3:36])=[O:30])=[O:22])=[C:6]([C:8]2[CH:13]=[CH:12][CH:11]=[CH:10][C:9]=2[O:14][C:15]([F:18])([F:17])[F:16])[CH:7]=1, predict the reactants needed to synthesize it. (7) The reactants are: [NH2:1][CH2:2][CH2:3]O.[C:13](O[C:13]([O:15][C:16]([CH3:19])([CH3:18])[CH3:17])=[O:14])([O:15][C:16]([CH3:19])([CH3:18])[CH3:17])=[O:14].C1(P(C2C=CC=CC=2)C2C=CC=CC=2)C=CC=CC=1.N1C=CN=C1.[I:44]I. Given the product [I:44][CH2:3][CH2:2][NH:1][C:13](=[O:14])[O:15][C:16]([CH3:17])([CH3:18])[CH3:19], predict the reactants needed to synthesize it. (8) Given the product [CH:1]1([C:4]2[N:9]=[C:8]([NH2:10])[CH:7]=[CH:6][CH:5]=2)[CH2:3][CH2:2]1, predict the reactants needed to synthesize it. The reactants are: [CH:1]1([C:4]2[N:9]=[C:8]([NH:10]C(=O)C(C)(C)C)[CH:7]=[CH:6][CH:5]=2)[CH2:3][CH2:2]1.Cl.